From a dataset of NCI-60 drug combinations with 297,098 pairs across 59 cell lines. Regression. Given two drug SMILES strings and cell line genomic features, predict the synergy score measuring deviation from expected non-interaction effect. (1) Drug 1: C1CN1P(=S)(N2CC2)N3CC3. Drug 2: C(CN)CNCCSP(=O)(O)O. Cell line: KM12. Synergy scores: CSS=13.8, Synergy_ZIP=4.79, Synergy_Bliss=5.35, Synergy_Loewe=-19.9, Synergy_HSA=2.26. (2) Drug 1: C1=CC(=CC=C1C#N)C(C2=CC=C(C=C2)C#N)N3C=NC=N3. Drug 2: C1CN(P(=O)(OC1)NCCCl)CCCl. Cell line: SNB-75. Synergy scores: CSS=3.65, Synergy_ZIP=-2.00, Synergy_Bliss=-1.57, Synergy_Loewe=-5.04, Synergy_HSA=-1.89. (3) Drug 1: CC1=CC=C(C=C1)C2=CC(=NN2C3=CC=C(C=C3)S(=O)(=O)N)C(F)(F)F. Drug 2: C1C(C(OC1N2C=NC3=C2NC=NCC3O)CO)O. Cell line: HOP-62. Synergy scores: CSS=-5.68, Synergy_ZIP=2.42, Synergy_Bliss=0.224, Synergy_Loewe=-1.38, Synergy_HSA=-3.77.